Dataset: Full USPTO retrosynthesis dataset with 1.9M reactions from patents (1976-2016). Task: Predict the reactants needed to synthesize the given product. (1) Given the product [F:26][C:27]1[CH:28]=[C:29]2[C:30]([C:40]([OH:41])=[CH:35][CH:34]=[N:33]2)=[N:31][CH:32]=1, predict the reactants needed to synthesize it. The reactants are: C1C=CC(C2C=CC=CC=2)=CC=1.C1C=CC(OC2C=CC=CC=2)=CC=1.[F:26][C:27]1[CH:28]=[C:29]([NH:33][CH:34]=[C:35]2[C:40](=[O:41])OC(C)(C)OC2=O)[CH:30]=[N:31][CH:32]=1.CCOC(C)=O. (2) Given the product [OH:22][C:2]1[CH:10]=[CH:9][C:5]([C:6]([OH:8])=[O:7])=[CH:4][C:3]=1[S:11]([N:14]1[CH2:19][CH2:18][O:17][CH2:16][CH2:15]1)(=[O:13])=[O:12], predict the reactants needed to synthesize it. The reactants are: F[C:2]1[CH:10]=[CH:9][C:5]([C:6]([OH:8])=[O:7])=[CH:4][C:3]=1[S:11]([N:14]1[CH2:19][CH2:18][O:17][CH2:16][CH2:15]1)(=[O:13])=[O:12].CS(CCO)(=O)=[O:22].[H-].[Na+]. (3) Given the product [OH:45][C:14]1[CH:15]=[C:16]([NH:28][C:31](=[O:32])[NH2:33])[CH:8]=[CH:9][C:10]=1[CH3:11], predict the reactants needed to synthesize it. The reactants are: CS(O)(=O)=O.NC[C:8]1[CH:9]=[C:10]2[C:14](=[CH:15][CH:16]=1)C(=O)N(C1CCC(=O)NC1=O)[CH2:11]2.C1N=C[N:28]([C:31]([N:33]2C=NC=C2)=[O:32])C=1.[Si]([O:45]NC1C=CC(C)=CC=1)(C(C)(C)C)(C)C. (4) Given the product [CH:16]1([CH:11]2[CH:10]3[CH2:22][CH2:23][CH2:24][O:25][CH:9]3[C:8]3[CH:7]=[C:6]([C:4]([OH:5])=[O:3])[CH:15]=[CH:14][C:13]=3[NH:12]2)[CH2:17][CH2:18][CH2:19][CH2:20][CH2:21]1, predict the reactants needed to synthesize it. The reactants are: C([O:3][C:4]([C:6]1[CH:15]=[CH:14][C:13]2[NH:12][CH:11]([CH:16]3[CH2:21][CH2:20][CH2:19][CH2:18][CH2:17]3)[CH:10]3[CH2:22][CH2:23][CH2:24][O:25][CH:9]3[C:8]=2[CH:7]=1)=[O:5])C.[OH-].[Na+].Cl. (5) Given the product [CH2:19]([O:21][C:22](=[O:29])[C@:23]([F:28])([CH3:27])[C:24]([NH:1][C@@H:2]1[C:8](=[O:9])[N:7]([CH3:10])[C:6]2[CH:11]=[CH:12][CH:13]=[CH:14][C:5]=2[C:4]2[CH:15]=[CH:16][CH:17]=[CH:18][C:3]1=2)=[O:25])[CH3:20], predict the reactants needed to synthesize it. The reactants are: [NH2:1][C@@H:2]1[C:8](=[O:9])[N:7]([CH3:10])[C:6]2[CH:11]=[CH:12][CH:13]=[CH:14][C:5]=2[C:4]2[CH:15]=[CH:16][CH:17]=[CH:18][C:3]1=2.[CH2:19]([O:21][C:22](=[O:29])[C@:23]([F:28])([CH3:27])[C:24](O)=[O:25])[CH3:20]. (6) Given the product [C:17]([C:3]1[N:4]=[CH:5][C:6]([NH:8][C@H:9]([CH2:13][CH:14]([CH3:16])[CH3:15])[C:10]([NH2:12])=[O:11])=[N:7][C:2]=1[NH:26][C:24]1[S:23][N:22]=[C:21]([CH3:20])[CH:25]=1)#[N:18], predict the reactants needed to synthesize it. The reactants are: Cl[C:2]1[N:7]=[C:6]([NH:8][C@H:9]([CH2:13][CH:14]([CH3:16])[CH3:15])[C:10]([NH2:12])=[O:11])[CH:5]=[N:4][C:3]=1[C:17]#[N:18].Cl.[CH3:20][C:21]1[CH:25]=[C:24]([NH2:26])[S:23][N:22]=1.C([O-])([O-])=O.[K+].[K+].C1C=CC(P(C2C(C3C(P(C4C=CC=CC=4)C4C=CC=CC=4)=CC=C4C=3C=CC=C4)=C3C(C=CC=C3)=CC=2)C2C=CC=CC=2)=CC=1. (7) Given the product [C:1]([O:5][C:6]([N:8]1[CH2:13][CH2:12][C@@H:11]([C:14]2[CH:19]=[CH:18][C:17]([F:20])=[CH:16][CH:15]=2)[C@H:10]([CH2:21][O:22][CH2:30][C:29]2[CH:32]=[C:33]([C:35]([F:37])([F:38])[F:36])[CH:34]=[C:27]([C:26]([F:25])([F:39])[F:40])[CH:28]=2)[CH2:9]1)=[O:7])([CH3:4])([CH3:3])[CH3:2], predict the reactants needed to synthesize it. The reactants are: [C:1]([O:5][C:6]([N:8]1[CH2:13][CH2:12][C@@H:11]([C:14]2[CH:19]=[CH:18][C:17]([F:20])=[CH:16][CH:15]=2)[C@H:10]([CH2:21][OH:22])[CH2:9]1)=[O:7])([CH3:4])([CH3:3])[CH3:2].[H-].[Na+].[F:25][C:26]([F:40])([F:39])[C:27]1[CH:28]=[C:29]([CH:32]=[C:33]([C:35]([F:38])([F:37])[F:36])[CH:34]=1)[CH2:30]Br. (8) Given the product [CH:1]1([CH:7]([NH:20][C:21]2[CH:22]=[CH:23][C:24]([C:53]([N:31]([CH3:30])[CH2:32][CH2:33][C:34]([OH:36])=[O:35])=[O:52])=[CH:28][CH:29]=2)[C:8]2[CH:12]=[C:11]([C:13]3[CH:14]=[N:15][N:16]([CH3:18])[CH:17]=3)[O:10][C:9]=2[CH3:19])[CH2:6][CH2:5][CH2:4][CH2:3][CH2:2]1, predict the reactants needed to synthesize it. The reactants are: [CH:1]1([CH:7]([NH:20][C:21]2[CH:29]=[CH:28][C:24](C(O)=O)=[CH:23][CH:22]=2)[C:8]2[CH:12]=[C:11]([C:13]3[CH:14]=[N:15][N:16]([CH3:18])[CH:17]=3)[O:10][C:9]=2[CH3:19])[CH2:6][CH2:5][CH2:4][CH2:3][CH2:2]1.[CH3:30][NH:31][CH2:32][CH2:33][C:34]([O:36]CC)=[O:35].Cl.C(N=C=NCCCN(C)C)C.O.[OH:52][C:53]1C2N=NNC=2C=CC=1. (9) Given the product [CH2:13]([N:20]([C:2]1[C:7]([Cl:8])=[CH:6][C:5]([C:9]([F:12])([F:11])[F:10])=[CH:4][N:3]=1)[S:21]([C:24]1[CH:25]=[CH:26][C:27]([C:30]#[N:31])=[CH:28][CH:29]=1)(=[O:23])=[O:22])[C:14]1[CH:19]=[CH:18][CH:17]=[CH:16][CH:15]=1, predict the reactants needed to synthesize it. The reactants are: Cl[C:2]1[C:7]([Cl:8])=[CH:6][C:5]([C:9]([F:12])([F:11])[F:10])=[CH:4][N:3]=1.[CH2:13]([NH:20][S:21]([C:24]1[CH:29]=[CH:28][C:27]([C:30]#[N:31])=[CH:26][CH:25]=1)(=[O:23])=[O:22])[C:14]1[CH:19]=[CH:18][CH:17]=[CH:16][CH:15]=1. (10) The reactants are: [CH:1]1([NH2:4])[CH2:3][CH2:2]1.[BH-](OC(C)=O)(OC(C)=O)OC(C)=O.[Na+].[CH3:19][N:20]1[CH2:26][CH2:25][C:24](=O)[CH2:23][CH2:22][C:21]1=[O:28].C(Cl)(Cl)Cl.CO. Given the product [CH:1]1([N:4]2[CH:24]([CH2:25][CH2:26][NH:20][CH3:19])[CH2:23][CH2:22][C:21]2=[O:28])[CH2:3][CH2:2]1, predict the reactants needed to synthesize it.